This data is from Reaction yield outcomes from USPTO patents with 853,638 reactions. The task is: Predict the reaction yield, written as a fraction of the theoretical maximum amount of product (1.0 means a 100% yield; for example, 0.34 means a 34% yield). (1) The reactants are [Br:1][CH2:2][CH2:3][CH2:4][CH2:5][C:6]1[CH:11]=[CH:10][C:9]([CH2:12][CH2:13][CH2:14][CH3:15])=[CH:8][CH:7]=1.[N:16]1[CH:21]=[CH:20][CH:19]=[C:18]([CH3:22])[CH:17]=1. The catalyst is C(#N)C. The product is [Br-:1].[CH2:12]([C:9]1[CH:10]=[CH:11][C:6]([CH2:5][CH2:4][CH2:3][CH2:2][N+:16]2[CH:21]=[CH:20][CH:19]=[C:18]([CH3:22])[CH:17]=2)=[CH:7][CH:8]=1)[CH2:13][CH2:14][CH3:15]. The yield is 0.750. (2) The reactants are [F:1][C:2]1[CH:9]=[CH:8][C:7]([C:10]2[C:11]([C:19]3[CH:24]=[CH:23][CH:22]=[C:21]([CH3:25])[N:20]=3)=[N:12][N:13]3[CH:18]=[CH:17][CH:16]=[CH:15][C:14]=23)=[CH:6][C:3]=1[CH:4]=O.[CH3:26][N:27]([CH3:31])[CH2:28][CH2:29][NH2:30].C(OC)(OC)OC.[BH4-].[Na+]. The catalyst is CO. The product is [F:1][C:2]1[CH:9]=[CH:8][C:7]([C:10]2[C:11]([C:19]3[CH:24]=[CH:23][CH:22]=[C:21]([CH3:25])[N:20]=3)=[N:12][N:13]3[CH:18]=[CH:17][CH:16]=[CH:15][C:14]=23)=[CH:6][C:3]=1[CH2:4][NH:30][CH2:29][CH2:28][N:27]([CH3:31])[CH3:26]. The yield is 1.00. (3) The reactants are I[CH:2]1[CH:11]([C:12]2[CH:17]=[CH:16][CH:15]=[CH:14][CH:13]=2)[CH:10]([C:18]2[CH:23]=[CH:22][C:21]([O:24][C:25](=[O:30])[C:26]([CH3:29])([CH3:28])[CH3:27])=[CH:20][CH:19]=2)[C:9]2[C:4](=[CH:5][C:6]([O:31][CH3:32])=[CH:7][CH:8]=2)[CH2:3]1.[Cl-].[NH4+]. The catalyst is C1(C)C=CC=CC=1. The product is [CH3:32][O:31][C:6]1[CH:5]=[C:4]2[C:9]([CH:10]([C:18]3[CH:19]=[CH:20][C:21]([O:24][C:25](=[O:30])[C:26]([CH3:28])([CH3:27])[CH3:29])=[CH:22][CH:23]=3)[CH:11]([C:12]3[CH:17]=[CH:16][CH:15]=[CH:14][CH:13]=3)[CH:2]=[CH:3]2)=[CH:8][CH:7]=1. The yield is 0.750. (4) The catalyst is C(O)C.O. The reactants are [OH:1][C:2]1[CH:3]=[C:4]([CH:7]=[CH:8][CH:9]=1)[CH:5]=O.[CH3:10][C:11]([CH3:13])=[O:12].[OH-:14].[Na+].Cl. The yield is 0.190. The product is [OH:1][C:2]1[CH:3]=[C:4]([CH:5]=[CH:7][C:8](=[O:14])[CH:9]=[CH:2][C:3]2[CH:4]=[CH:5][CH:13]=[C:11]([OH:12])[CH:10]=2)[CH:7]=[CH:8][CH:9]=1. (5) The reactants are [Cl:1][C:2]1[CH:22]=[C:21]([S:23]([CH3:26])(=[O:25])=[O:24])[CH:20]=[CH:19][C:3]=1[C:4]([NH:6][C:7]1[CH:12]=[CH:11][C:10]([C:13]2[N:14]=[C:15]([CH3:18])[S:16][CH:17]=2)=[CH:9][CH:8]=1)=[O:5].[C:27](O[K])(C)(C)C.CI. The catalyst is C1COCC1.CC(O)(C)C. The product is [Cl:1][C:2]1[CH:22]=[C:21]([S:23]([CH3:26])(=[O:24])=[O:25])[CH:20]=[CH:19][C:3]=1[C:4]([N:6]([CH3:27])[C:7]1[CH:8]=[CH:9][C:10]([C:13]2[N:14]=[C:15]([CH3:18])[S:16][CH:17]=2)=[CH:11][CH:12]=1)=[O:5]. The yield is 0.770. (6) The reactants are C[O:2][C:3]([CH:5]1[CH:7]([C:8](=[O:24])[NH:9][C:10]2[CH:15]=[CH:14][C:13]([N:16]3[CH:21]=[CH:20][CH:19]=[CH:18][C:17]3=[O:22])=[CH:12][C:11]=2[F:23])[CH:6]1[C:25](=[O:34])[NH:26][C:27]1[CH:32]=[CH:31][C:30]([Cl:33])=[CH:29][N:28]=1)=[O:4].[Li+].[OH-].Cl. The catalyst is C1COCC1. The product is [Cl:33][C:30]1[CH:31]=[CH:32][C:27]([NH:26][C:25]([CH:6]2[CH:7]([C:8](=[O:24])[NH:9][C:10]3[CH:15]=[CH:14][C:13]([N:16]4[CH:21]=[CH:20][CH:19]=[CH:18][C:17]4=[O:22])=[CH:12][C:11]=3[F:23])[CH:5]2[C:3]([OH:4])=[O:2])=[O:34])=[N:28][CH:29]=1. The yield is 0.680. (7) The reactants are [F:1][C:2]1[CH:7]=[CH:6][C:5]([CH2:8][C:9]([NH:11][NH:12][C:13]([C:15]2[N:16]=[C:17]3[CH:33]=[CH:32][C:31]([CH2:34][N:35]4[CH2:40][CH2:39][O:38][CH2:37][CH2:36]4)=[CH:30][N:18]3[C:19](=[O:29])[C:20]=2[O:21][CH2:22][C:23]2[CH:28]=[CH:27][CH:26]=[CH:25][CH:24]=2)=[O:14])=O)=[CH:4][CH:3]=1.C(Cl)(Cl)(Cl)Cl.C(N(CC)CC)C.C1(P(C2C=CC=CC=2)C2C=CC=CC=2)C=CC=CC=1. The catalyst is C(#N)C.O. The product is [CH2:22]([O:21][C:20]1[C:19](=[O:29])[N:18]2[CH:30]=[C:31]([CH2:34][N:35]3[CH2:40][CH2:39][O:38][CH2:37][CH2:36]3)[CH:32]=[CH:33][C:17]2=[N:16][C:15]=1[C:13]1[O:14][C:9]([CH2:8][C:5]2[CH:4]=[CH:3][C:2]([F:1])=[CH:7][CH:6]=2)=[N:11][N:12]=1)[C:23]1[CH:28]=[CH:27][CH:26]=[CH:25][CH:24]=1. The yield is 0.807.